From a dataset of Forward reaction prediction with 1.9M reactions from USPTO patents (1976-2016). Predict the product of the given reaction. Given the reactants [H-].[Na+].[C:3]([O:7][C:8]([N:10]1[CH2:15][CH2:14][CH:13]([C:16]2[NH:17][CH:18]=[C:19]([C:21]3[CH:26]=[CH:25][C:24]([F:27])=[C:23]([C:28]([F:31])([F:30])[F:29])[CH:22]=3)[N:20]=2)[CH:12]([F:32])[CH2:11]1)=[O:9])([CH3:6])([CH3:5])[CH3:4].Br[CH2:34][CH2:35][O:36][CH:37]1[CH2:42][CH2:41][CH2:40][CH2:39][O:38]1, predict the reaction product. The product is: [F:32][CH:12]1[CH:13]([C:16]2[N:17]([CH2:34][CH2:35][O:36][CH:37]3[CH2:42][CH2:41][CH2:40][CH2:39][O:38]3)[CH:18]=[C:19]([C:21]3[CH:26]=[CH:25][C:24]([F:27])=[C:23]([C:28]([F:29])([F:31])[F:30])[CH:22]=3)[N:20]=2)[CH2:14][CH2:15][N:10]([C:8]([O:7][C:3]([CH3:6])([CH3:4])[CH3:5])=[O:9])[CH2:11]1.